From a dataset of Full USPTO retrosynthesis dataset with 1.9M reactions from patents (1976-2016). Predict the reactants needed to synthesize the given product. (1) Given the product [Br:1][C:2]1[CH:11]=[CH:10][CH:9]=[C:8]2[C:3]=1[CH2:4][CH2:5][N:6]1[C:16](=[O:17])[CH2:15][NH:14][C:13](=[O:18])[CH:12]=[C:7]12, predict the reactants needed to synthesize it. The reactants are: [Br:1][C:2]1[CH:11]=[CH:10][CH:9]=[C:8]2[C:3]=1[CH2:4][CH2:5][N:6]1[C:16](=[O:17])[CH2:15][NH:14][C:13](=[O:18])[CH2:12][CH:7]12. (2) Given the product [Cl:34][C:9]1[C:10]2[N:11]=[CH:12][C:3]([C:2]([F:15])([F:14])[F:1])=[CH:4][C:5]=2[N:6]=[CH:7][N:8]=1, predict the reactants needed to synthesize it. The reactants are: [F:1][C:2]([F:15])([F:14])[C:3]1[CH:12]=[N:11][C:10]2[C:9](=O)[NH:8][CH:7]=[N:6][C:5]=2[CH:4]=1.C1(C)C=CC=CC=1.CCN(C(C)C)C(C)C.O=P(Cl)(Cl)[Cl:34]. (3) Given the product [NH2:1][C:2]1[CH:3]=[CH:4][C:5]([S:8]([N:11]([CH2:12][CH:13]([CH3:15])[CH3:14])[CH2:16][C@@H:17]([OH:21])[C@@H:18]([NH:19][C:24](=[O:25])[O:26][C@H:27]2[C@H:34]3[C@H:30]([O:31][CH2:32][CH2:33]3)[O:29][CH2:28]2)[CH2:35][C:36]2[CH:41]=[CH:40][C:39]([O:42][CH2:43][C:44]3[CH:49]=[CH:48][CH:47]=[C:46]([C:50]#[N:51])[CH:45]=3)=[CH:38][CH:37]=2)(=[O:9])=[O:10])=[CH:6][CH:7]=1, predict the reactants needed to synthesize it. The reactants are: [NH2:1][C:2]1[CH:7]=[CH:6][C:5]([S:8]([N:11]([CH2:16][C@H:17]2[O:21]C(C)(C)[N:19]([C:24]([O:26][C@H:27]3[C@H:34]4[C@H:30]([O:31][CH2:32][CH2:33]4)[O:29][CH2:28]3)=[O:25])[C@H:18]2[CH2:35][C:36]2[CH:41]=[CH:40][C:39]([O:42][CH2:43][C:44]3[CH:49]=[CH:48][CH:47]=[C:46]([C:50]#[N:51])[CH:45]=3)=[CH:38][CH:37]=2)[CH2:12][CH:13]([CH3:15])[CH3:14])(=[O:10])=[O:9])=[CH:4][CH:3]=1.Cl.C([O-])([O-])=O.[Na+].[Na+]. (4) Given the product [Cl:1][C:2]1[CH:3]=[CH:4][C:5]2[NH:11][C:10](=[S:39])[C@@H:9]([CH2:13][C:14]([O:16][CH2:17][CH3:18])=[O:15])[O:8][C@H:7]([C:19]3[CH:24]=[CH:23][CH:22]=[C:21]([O:25][CH3:26])[C:20]=3[O:27][C:28]([F:31])([F:30])[F:29])[C:6]=2[CH:32]=1, predict the reactants needed to synthesize it. The reactants are: [Cl:1][C:2]1[CH:3]=[CH:4][C:5]2[NH:11][C:10](=O)[C@@H:9]([CH2:13][C:14]([O:16][CH2:17][CH3:18])=[O:15])[O:8][C@H:7]([C:19]3[CH:24]=[CH:23][CH:22]=[C:21]([O:25][CH3:26])[C:20]=3[O:27][C:28]([F:31])([F:30])[F:29])[C:6]=2[CH:32]=1.C(=O)([O-])O.[Na+].P12(SP3(SP(SP(S3)(S1)=S)(=S)S2)=S)=[S:39].